Task: Predict the reactants needed to synthesize the given product.. Dataset: Full USPTO retrosynthesis dataset with 1.9M reactions from patents (1976-2016) Given the product [N:12]1([C:6]([C:5]2[CH:9]=[CH:10][C:2]([Cl:1])=[N:3][CH:4]=2)=[O:8])[CH2:15][CH2:14][CH2:13]1, predict the reactants needed to synthesize it. The reactants are: [Cl:1][C:2]1[CH:10]=[CH:9][C:5]([C:6]([OH:8])=O)=[CH:4][N:3]=1.Cl.[NH:12]1[CH2:15][CH2:14][CH2:13]1.CN(C(ON1N=NC2C=CC=NC1=2)=[N+](C)C)C.F[P-](F)(F)(F)(F)F.C(N(CC)C(C)C)(C)C.